The task is: Regression. Given two drug SMILES strings and cell line genomic features, predict the synergy score measuring deviation from expected non-interaction effect.. This data is from NCI-60 drug combinations with 297,098 pairs across 59 cell lines. (1) Drug 1: CC1C(C(CC(O1)OC2CC(CC3=C2C(=C4C(=C3O)C(=O)C5=C(C4=O)C(=CC=C5)OC)O)(C(=O)CO)O)N)O.Cl. Drug 2: C(CC(=O)O)C(=O)CN.Cl. Cell line: SF-539. Synergy scores: CSS=15.6, Synergy_ZIP=-1.21, Synergy_Bliss=-4.32, Synergy_Loewe=3.20, Synergy_HSA=0.287. (2) Drug 1: CC1CCC2CC(C(=CC=CC=CC(CC(C(=O)C(C(C(=CC(C(=O)CC(OC(=O)C3CCCCN3C(=O)C(=O)C1(O2)O)C(C)CC4CCC(C(C4)OC)OCCO)C)C)O)OC)C)C)C)OC. Drug 2: CC1=C(C(=O)C2=C(C1=O)N3CC4C(C3(C2COC(=O)N)OC)N4)N. Cell line: OVCAR-5. Synergy scores: CSS=34.3, Synergy_ZIP=4.37, Synergy_Bliss=6.13, Synergy_Loewe=0.790, Synergy_HSA=5.33. (3) Drug 1: CC1=C(C(=CC=C1)Cl)NC(=O)C2=CN=C(S2)NC3=CC(=NC(=N3)C)N4CCN(CC4)CCO. Drug 2: CC1=C(C(=O)C2=C(C1=O)N3CC4C(C3(C2COC(=O)N)OC)N4)N. Cell line: KM12. Synergy scores: CSS=31.1, Synergy_ZIP=0.593, Synergy_Bliss=-2.02, Synergy_Loewe=-8.67, Synergy_HSA=-2.18. (4) Drug 1: C1=CC(=CC=C1CCC2=CNC3=C2C(=O)NC(=N3)N)C(=O)NC(CCC(=O)O)C(=O)O. Drug 2: CN(C)N=NC1=C(NC=N1)C(=O)N. Cell line: NCI-H322M. Synergy scores: CSS=0.773, Synergy_ZIP=-1.71, Synergy_Bliss=-4.73, Synergy_Loewe=-31.0, Synergy_HSA=-7.63.